From a dataset of Catalyst prediction with 721,799 reactions and 888 catalyst types from USPTO. Predict which catalyst facilitates the given reaction. (1) Reactant: [CH2:1]([N:8]1[C:16]2[C:11](=[CH:12][C:13]([C:17]3[CH:22]=[CH:21][C:20]([O:23]C)=[CH:19][CH:18]=3)=[CH:14][CH:15]=2)[C:10]([CH2:25][C:26]2[CH:31]=[CH:30][CH:29]=[CH:28][CH:27]=2)=[C:9]1[CH3:32])[C:2]1[CH:7]=[CH:6][CH:5]=[CH:4][CH:3]=1.B(Br)(Br)Br. Product: [CH2:1]([N:8]1[C:16]2[C:11](=[CH:12][C:13]([C:17]3[CH:22]=[CH:21][C:20]([OH:23])=[CH:19][CH:18]=3)=[CH:14][CH:15]=2)[C:10]([CH2:25][C:26]2[CH:31]=[CH:30][CH:29]=[CH:28][CH:27]=2)=[C:9]1[CH3:32])[C:2]1[CH:3]=[CH:4][CH:5]=[CH:6][CH:7]=1. The catalyst class is: 2. (2) Reactant: [ClH:1].C(OC(=O)[NH:8][C@H:9]1[CH2:15][S:14][C:13]2[C:16]([NH2:20])=[CH:17][CH:18]=[CH:19][C:12]=2[NH:11][C:10]1=[O:21])(C)(C)C. Product: [ClH:1].[ClH:1].[NH2:8][C@H:9]1[CH2:15][S:14][C:13]2[C:16]([NH2:20])=[CH:17][CH:18]=[CH:19][C:12]=2[NH:11][C:10]1=[O:21]. The catalyst class is: 12. (3) Reactant: [N:1]1([CH:7]2[CH2:12][CH2:11][CH:10]([NH:13][C:14]3[N:15]=[CH:16][N:17]=[C:18]4[C:25]=3[C:24]3[C@@H:23]([CH2:26][OH:27])[CH2:22][CH2:21][C:20]=3[S:19]4)[CH2:9][CH2:8]2)[CH2:6][CH2:5][O:4][CH2:3][CH2:2]1.[CH3:28][S:29](Cl)(=[O:31])=[O:30].C(N(CC)CC)C. Product: [CH3:28][S:29]([O:27][CH2:26][C@H:23]1[CH2:22][CH2:21][C:20]2[S:19][C:18]3[C:25](=[C:14]([NH:13][CH:10]4[CH2:9][CH2:8][CH:7]([N:1]5[CH2:2][CH2:3][O:4][CH2:5][CH2:6]5)[CH2:12][CH2:11]4)[N:15]=[CH:16][N:17]=3)[C:24]1=2)(=[O:31])=[O:30]. The catalyst class is: 4. (4) Reactant: [O:1]1[C:5]2[CH:6]=[CH:7][C:8]([C:10]3[C:19]4[C:14](=[CH:15][CH:16]=[C:17]5[O:22][CH2:21][O:20][C:18]5=4)[CH:13]=[C:12]4[C:23](=[O:37])[N:24]([CH2:26][CH2:27][CH2:28][O:29]CC5C=CC=CC=5)[CH2:25][C:11]=34)=[CH:9][C:4]=2[O:3][CH2:2]1.[H][H]. Product: [O:1]1[C:5]2[CH:6]=[CH:7][C:8]([C:10]3[C:19]4[C:14](=[CH:15][CH:16]=[C:17]5[O:22][CH2:21][O:20][C:18]5=4)[CH:13]=[C:12]4[C:23](=[O:37])[N:24]([CH2:26][CH2:27][CH2:28][OH:29])[CH2:25][C:11]=34)=[CH:9][C:4]=2[O:3][CH2:2]1. The catalyst class is: 123.